Dataset: Full USPTO retrosynthesis dataset with 1.9M reactions from patents (1976-2016). Task: Predict the reactants needed to synthesize the given product. (1) Given the product [F:2][C:3]1[CH:4]=[C:5]2[C:9](=[CH:10][CH:11]=1)[N:8]([C:12]1[CH:13]=[CH:14][C:15]([CH2:16][NH:17][C:18]([C:20]3([NH:23][C:39]([C:37]4[O:36][N:35]=[C:34]([O:33][CH3:32])[CH:38]=4)=[O:40])[CH2:21][CH2:22]3)=[O:19])=[CH:24][CH:25]=1)[C:7]([C:26]1[N:30]=[C:29]([CH3:31])[O:28][N:27]=1)=[CH:6]2, predict the reactants needed to synthesize it. The reactants are: Cl.[F:2][C:3]1[CH:4]=[C:5]2[C:9](=[CH:10][CH:11]=1)[N:8]([C:12]1[CH:25]=[CH:24][C:15]([CH2:16][NH:17][C:18]([C:20]3([NH2:23])[CH2:22][CH2:21]3)=[O:19])=[CH:14][CH:13]=1)[C:7]([C:26]1[N:30]=[C:29]([CH3:31])[O:28][N:27]=1)=[CH:6]2.[CH3:32][O:33][C:34]1[CH:38]=[C:37]([C:39](O)=[O:40])[O:36][N:35]=1. (2) Given the product [C:1]([O:5][C:6]([N:8]1[CH2:13][CH2:12][CH:11]([O:14][C:16]2[CH:17]=[N:18][CH:19]=[CH:20][CH:21]=2)[CH2:10][CH2:9]1)=[O:7])([CH3:4])([CH3:2])[CH3:3], predict the reactants needed to synthesize it. The reactants are: [C:1]([O:5][C:6]([N:8]1[CH2:13][CH2:12][CH:11]([OH:14])[CH2:10][CH2:9]1)=[O:7])([CH3:4])([CH3:3])[CH3:2].O[C:16]1[CH:17]=[N:18][CH:19]=[CH:20][CH:21]=1.C1(P(C2C=CC=CC=2)C2C=CC=CC=2)C=CC=CC=1.N(C(OCC)=O)=NC(OCC)=O.